From a dataset of TCR-epitope binding with 47,182 pairs between 192 epitopes and 23,139 TCRs. Binary Classification. Given a T-cell receptor sequence (or CDR3 region) and an epitope sequence, predict whether binding occurs between them. (1) The epitope is SSTFNVPMEKLK. The TCR CDR3 sequence is CASSQSTGALANSPLHF. Result: 1 (the TCR binds to the epitope). (2) The epitope is HPVGEADYFEY. The TCR CDR3 sequence is CASSPLSYNEQFF. Result: 0 (the TCR does not bind to the epitope). (3) The epitope is EILDITPCSF. The TCR CDR3 sequence is CASSVDNYEQYF. Result: 1 (the TCR binds to the epitope). (4) The epitope is FSKQLQQSM. The TCR CDR3 sequence is CATMDRGGYGYTF. Result: 1 (the TCR binds to the epitope). (5) The epitope is VVYRGTTTY. The TCR CDR3 sequence is CASSQDVTEETQYF. Result: 1 (the TCR binds to the epitope). (6) The epitope is RLQSLQTYV. The TCR CDR3 sequence is CASRPGVGNQPQHF. Result: 0 (the TCR does not bind to the epitope). (7) The epitope is LPRRSGAAGA. Result: 0 (the TCR does not bind to the epitope). The TCR CDR3 sequence is CASTGRGSTDTQYF. (8) The epitope is TLIGDCATV. The TCR CDR3 sequence is CASSLAWGTGTDTQYF. Result: 1 (the TCR binds to the epitope). (9) The epitope is RTLNAWVKV. The TCR CDR3 sequence is CASSFGGASYEQYF. Result: 0 (the TCR does not bind to the epitope). (10) The epitope is SLYNTVATL. The TCR CDR3 sequence is CASSPNRNTIYF. Result: 0 (the TCR does not bind to the epitope).